The task is: Predict the product of the given reaction.. This data is from Forward reaction prediction with 1.9M reactions from USPTO patents (1976-2016). Given the reactants Br[CH:2]([CH3:13])[C:3]([C:5]1[CH:10]=[CH:9][C:8]([Cl:11])=[C:7]([Cl:12])[CH:6]=1)=O.Cl.[C:15]([NH2:23])(=[NH:22])[C:16]1[CH:21]=[CH:20][CH:19]=[CH:18][CH:17]=1.C(=O)(O)[O-].[K+], predict the reaction product. The product is: [C:16]1([C:15]2[NH:22][C:2]([CH3:13])=[C:3]([C:5]3[CH:10]=[CH:9][C:8]([Cl:11])=[C:7]([Cl:12])[CH:6]=3)[N:23]=2)[CH:21]=[CH:20][CH:19]=[CH:18][CH:17]=1.